From a dataset of Experimentally validated miRNA-target interactions with 360,000+ pairs, plus equal number of negative samples. Binary Classification. Given a miRNA mature sequence and a target amino acid sequence, predict their likelihood of interaction. (1) Result: 0 (no interaction). The miRNA is hsa-miR-542-5p with sequence UCGGGGAUCAUCAUGUCACGAGA. The protein sequence of the target gene is MAAPRPSPAISVSVSAPAFYAPQKKFGPVVAPKPKVNPFRPGDSEPPPAPGAQRAQMGRVGEIPPPPPEDFPLPPPPLAGDGDDAEGALGGAFPPPPPPIEESFPPAPLEEEIFPSPPPPPEEEGGPEAPIPPPPQPREKVSSIDLEIDSLSSLLDDMTKNDPFKARVSSGYVPPPVATPFSSKSSTKPAAGGTAPLPPWKSPSSSQPLPQVPAPAQSQTQFHVQPQPQPKPQVQLHVQSQTQPVSLANTQPRGPPASSPAPAPKFSPVTPKFTPVASKFSPGAPGGSGSQPNQKLGHPE.... (2) The miRNA is hsa-miR-302b-3p with sequence UAAGUGCUUCCAUGUUUUAGUAG. The protein sequence of the target gene is MLDHKDLEAEIHPLKNEERKSQENLGNPSKNEDNVKSAPPQSRLSRCRAAAFFLSLFLCLFVVFVVSFVIPCPDRPASQRMWRIDYSAAVIYDFLAVDDINGDRIQDVLFLYKNTNSSNNFSRSCVDEGFSSPCTFAAAVSGANGSTLWERPVAQDVALVECAVPQPRGSEAPSACILVGRPSSFIAVNLFTGETLWNHSSSFSGNASILSPLLQVPDVDGDGAPDLLVLTQEREEVSGHLYSGSTGHQIGLRGSLGVDGESGFLLHVTRTGAHYILFPCASSLCGCSVKGLYEKVTGSG.... Result: 0 (no interaction). (3) The miRNA is mmu-miR-28b with sequence AGGAGCUCACAAUCUAUUUAG. The protein sequence of the target gene is MNFNVWNVKEMLSIPSGSGITKPSNWNNNQTDCSLSDSQFLFGSQFCPENSETLLPSLDAGACLRHPKQTQQNSVDSEPSIFIKYQAKPQLLGGDTKDESLFSLPLPVGKSKGLSKQFEEKKRRATDQSDSETLHSFVSHFPEVINKLQTSVEKTEENLSSRSQSILDSVETIAKTFQETARVQHDLMVESVRDKGSMEQAILEIQRTCAARQAEFMEMKSTLKNLEVLVVEQTKNLQQFCDNLSQLIVPGILEELKKFTSVPQVAGHLKDSTSQTSPSLTQSLHFTRQEKHPSEEPATW.... Result: 0 (no interaction). (4) The miRNA is dre-miR-199-5p with sequence CCCAGUGUUCAGACUACCUGUUC. The protein sequence of the target gene is MQRAGSSGARGECDISGAGRLRLEQAARLGGRTVHTSPGGGLGARQAAGMSAKERPKGKVIKDSVTLLPCFYFVELPILASSVVSLYFLELTDVFKPVHSGFSCYDRSLSMPYIEPTQEAIPFLMLLSLAFAGPAITIMVGEGILYCCLSKRRNGAGLEPNINAGGCNFNSFLRRAVRFVGVHVFGLCSTALITDIIQLSTGYQAPYFLTVCKPNYTSLNVSCKENSYIVEDICSGSDLTVINSGRKSFPSQHATLAAFAAVYVSMYFNSTLTDSSKLLKPLLVFTFIICGIICGLTRIT.... Result: 0 (no interaction). (5) The miRNA is hsa-miR-6863 with sequence UAGACGUGGUGAAGGAUUGAGUG. The protein sequence of the target gene is MHVIKRDGRQERVMFDKITSRIQKLCYGLNMDFVDPAQITMKVIQGLYSGVTTVELDTLAAETAATLTTKHPDYAILAARIAVSNLHKETKKVFSDVMEDLYNYINPHNGKHSPMVAKSTLDIVLANKDRLNSAIIYDRDFSYNYFGFKTLERSYLLKINGKVAERPQHMLMRVSVGIHKEDIDAAIETYNLLSERWFTHASPTLFNAGTNRPQLSSCFLLSMKDDSIEGIYDTLKQCALISKSAGGIGVAVSCIRATGSYIAGTNGNSNGLVPMLRVYNNTARYVDQGGNKRPGAFAIY.... Result: 1 (interaction). (6) The miRNA is hsa-miR-153-5p with sequence UCAUUUUUGUGAUGUUGCAGCU. The protein sequence of the target gene is MGWLCSGLLFPVSCLVLLQVASSGNMKVLQEPTCVSDYMSISTCEWKMNGPTNCSTELRLLYQLVFLLSEAHTCIPENNGGAGCVCHLLMDDVVSADNYTLDLWAGQQLLWKGSFKPSEHVKPRAPGNLTVHTNVSDTLLLTWSNPYPPDNYLYNHLTYAVNIWSENDPADFRIYNVTYLEPSLRIAASTLKSGISYRARVRAWAQCYNTTWSEWSPSTKWHNSYREPFEQHLLLGVSVSCIVILAVCLLCYVSITKIKKEWWDQIPNPARSRLVAIIIQDAQGSQWEKRSRGQEPAKCP.... Result: 0 (no interaction).